From a dataset of Full USPTO retrosynthesis dataset with 1.9M reactions from patents (1976-2016). Predict the reactants needed to synthesize the given product. (1) Given the product [Cl:18][C:30]1[C:31]2[N:32]=[C:23]([C:22]([F:35])([F:34])[F:21])[CH:24]=[CH:25][C:26]=2[N:27]=[CH:28][N:29]=1, predict the reactants needed to synthesize it. The reactants are: FC(C1NC(=O)C2N=CC=CC=2N=1)(F)F.O=P(Cl)(Cl)[Cl:18].[F:21][C:22]([F:35])([F:34])[C:23]1[CH:24]=[CH:25][C:26]2[N:27]=[CH:28][NH:29][C:30](=O)[C:31]=2[N:32]=1. (2) Given the product [Cl:1][CH2:28][C:20]1[C:19](=[O:30])[C:18]([CH2:16][CH3:17])=[C:23]([O:24][CH3:25])[C:22](=[O:26])[C:21]=1[CH3:27], predict the reactants needed to synthesize it. The reactants are: [Cl:1]COC1C(=O)C(C)=C(OC)C(=O)C=1C.[CH2:16]([C:18]1[C:19](=[O:30])[C:20]([CH2:28]O)=[C:21]([CH3:27])[C:22](=[O:26])[C:23]=1[O:24][CH3:25])[CH3:17].P(Cl)(Cl)Cl.CN(C=O)C. (3) Given the product [Br:47][C:48]1[CH:53]=[C:52]([O:54][CH3:55])[C:51]([O:56][CH3:57])=[CH:50][C:49]=1[C:25]1[C:24]([CH:21]([CH3:23])[CH3:22])=[CH:29][C:28]([CH:30]([CH3:32])[CH3:31])=[CH:27][C:26]=1[CH:33]([CH3:35])[CH3:34], predict the reactants needed to synthesize it. The reactants are: CC12CC3(C)OC(C)(CC(C)(O3)O1)P2C1C=CC=CC=1.[CH:21]([C:24]1[CH:29]=[C:28]([CH:30]([CH3:32])[CH3:31])[CH:27]=[C:26]([CH:33]([CH3:35])[CH3:34])[C:25]=1B(O)O)([CH3:23])[CH3:22].P([O-])([O-])([O-])=O.[K+].[K+].[K+].[Br:47][C:48]1[CH:53]=[C:52]([O:54][CH3:55])[C:51]([O:56][CH3:57])=[CH:50][C:49]=1Br. (4) Given the product [CH:21]1([C:19]([N:16]2[CH2:17][CH2:18][C@@H:14]([CH2:13][N:12]3[CH:11]=[N:10][N:9]=[C:8]3[C:5]3[CH:6]=[CH:7][C:2]([C:28]4[CH:29]=[CH:30][C:31]([CH3:32])=[C:26]([OH:25])[CH:27]=4)=[CH:3][C:4]=3[F:24])[CH2:15]2)=[O:20])[CH2:23][CH2:22]1, predict the reactants needed to synthesize it. The reactants are: Br[C:2]1[CH:7]=[CH:6][C:5]([C:8]2[N:12]([CH2:13][C@@H:14]3[CH2:18][CH2:17][N:16]([C:19]([CH:21]4[CH2:23][CH2:22]4)=[O:20])[CH2:15]3)[CH:11]=[N:10][N:9]=2)=[C:4]([F:24])[CH:3]=1.[OH:25][C:26]1[CH:27]=[C:28](B(O)O)[CH:29]=[CH:30][C:31]=1[CH3:32]. (5) Given the product [C:28]([C:27]1[CH:30]=[CH:31][C:24]([CH2:23][CH2:22][NH:21][C:9]2[N:8]=[C:7]([NH:6][C@@H:4]3[CH2:5][C@H:2]([OH:1])[C:3]3([CH3:20])[CH3:19])[C:12]([C:13]#[N:14])=[CH:11][N:10]=2)=[CH:25][C:26]=1[O:32][C:33]([F:34])([F:35])[F:36])#[N:29], predict the reactants needed to synthesize it. The reactants are: [OH:1][C@H:2]1[CH2:5][C@@H:4]([NH:6][C:7]2[C:12]([C:13]#[N:14])=[CH:11][N:10]=[C:9](S(C)(=O)=O)[N:8]=2)[C:3]1([CH3:20])[CH3:19].[NH2:21][CH2:22][CH2:23][C:24]1[CH:31]=[CH:30][C:27]([C:28]#[N:29])=[C:26]([O:32][C:33]([F:36])([F:35])[F:34])[CH:25]=1.CCN(C(C)C)C(C)C. (6) The reactants are: [CH2:1]([O:3][C:4](=[O:12])[C:5]1[CH:10]=[CH:9][CH:8]=[CH:7][C:6]=1Br)[CH3:2].[N:13]1[C:22]2[C:17](=[CH:18][C:19]([NH2:23])=[CH:20][CH:21]=2)[CH:16]=[N:15][CH:14]=1.C1C=CC(P(C2C(C3C(P(C4C=CC=CC=4)C4C=CC=CC=4)=CC=C4C=3C=CC=C4)=C3C(C=CC=C3)=CC=2)C2C=CC=CC=2)=CC=1.C([O-])([O-])=O.[K+].[K+]. Given the product [CH2:1]([O:3][C:4](=[O:12])[C:5]1[CH:10]=[CH:9][CH:8]=[CH:7][C:6]=1[NH:23][C:19]1[CH:18]=[C:17]2[C:22](=[CH:21][CH:20]=1)[N:13]=[CH:14][N:15]=[CH:16]2)[CH3:2], predict the reactants needed to synthesize it. (7) Given the product [OH:28][CH2:27][C@H:26]([NH:29][C:13]([C@@H:9]1[CH2:10][CH2:11][CH2:12][N:8]1[C:6]([O:5][C:1]([CH3:2])([CH3:3])[CH3:4])=[O:7])=[O:15])[C:25]([O:24][CH3:23])=[O:30], predict the reactants needed to synthesize it. The reactants are: [C:1]([O:5][C:6]([N:8]1[CH2:12][CH2:11][CH2:10][C@H:9]1[C:13]([OH:15])=O)=[O:7])([CH3:4])([CH3:3])[CH3:2].CN1CCOCC1.[CH3:23][O:24][C:25](=[O:30])[C@@H:26]([NH2:29])[CH2:27][OH:28].